This data is from Catalyst prediction with 721,799 reactions and 888 catalyst types from USPTO. The task is: Predict which catalyst facilitates the given reaction. (1) Reactant: [C:1](Cl)(=[O:3])[CH3:2].[O:5]1[CH:9]=[CH:8][CH2:7][CH2:6]1. Product: [C:1]([C:7]1[CH:8]=[CH:9][C:6]2[O:5][CH2:9][CH2:8][C:7]=2[CH:6]=1)(=[O:3])[CH3:2]. The catalyst class is: 2. (2) Reactant: [C:1]([C:4]1[CH:11]=[CH:10][C:7]([CH:8]=[O:9])=[CH:6][CH:5]=1)([OH:3])=[O:2].[CH3:12][Si](Cl)(C)C. Product: [CH3:12][O:2][C:1]([C:4]1[CH:11]=[CH:10][C:7]([CH:8]=[O:9])=[CH:6][CH:5]=1)=[O:3]. The catalyst class is: 5. (3) Reactant: [NH2:1][C:2]1[C:7]([OH:8])=[CH:6][C:5]([Br:9])=[CH:4][N:3]=1.Cl[CH:11]([C:13]1[CH:18]=[CH:17][CH:16]=[CH:15][N:14]=1)[CH3:12].C(=O)([O-])[O-].[Cs+].[Cs+]. Product: [Br:9][C:5]1[CH:6]=[C:7]([O:8][CH:11]([C:13]2[CH:18]=[CH:17][CH:16]=[CH:15][N:14]=2)[CH3:12])[C:2]([NH2:1])=[N:3][CH:4]=1. The catalyst class is: 9.